This data is from Reaction yield outcomes from USPTO patents with 853,638 reactions. The task is: Predict the reaction yield, written as a fraction of the theoretical maximum amount of product (1.0 means a 100% yield; for example, 0.34 means a 34% yield). (1) The reactants are CN(C)[CH:3]=[O:4].P(Cl)(Cl)(Cl)=O.[CH3:11][C:12]1[NH:13][CH:14]=[C:15]([CH3:26])[C:16]=1[C:17]1[CH:25]=[CH:24][C:20]([C:21]([OH:23])=[O:22])=[CH:19][CH:18]=1.[OH-].[K+]. The catalyst is ClCCl.O.C(OCC)(=O)C.CCCCCC.C(O)(=O)C. The product is [CH:3]([C:14]1[NH:13][C:12]([CH3:11])=[C:16]([C:17]2[CH:25]=[CH:24][C:20]([C:21]([OH:23])=[O:22])=[CH:19][CH:18]=2)[C:15]=1[CH3:26])=[O:4]. The yield is 0.500. (2) The reactants are [CH3:1][O:2][C:3](=[O:64])[NH:4][CH:5]([C:9]([N:11]1[CH2:15][CH2:14][CH2:13][CH:12]1[C:16]1[NH:17][C:18]([C:21]2[CH:30]=[CH:29][C:28]3[C:23](=[CH:24][CH:25]=[C:26]([C:31]4[CH:36]=[CH:35][C:34]([C:37]5[NH:38][C:39]([CH:42]6[CH2:46][CH2:45][CH2:44][N:43]6C(=O)C(NC(OC(C)(C)C)=O)C6C=CC=CC=6)=[N:40][CH:41]=5)=[CH:33][CH:32]=4)[CH:27]=3)[CH:22]=2)=[CH:19][N:20]=1)=[O:10])[CH:6]([CH3:8])[CH3:7].[CH3:65][O:66][C:67]([NH:69][CH:70]([C:74]1[CH:79]=[CH:78][CH:77]=[C:76]([O:80][CH3:81])[CH:75]=1)[C:71]([OH:73])=O)=[O:68]. The product is [CH3:1][O:2][C:3](=[O:64])[NH:4][CH:5]([C:9]([N:11]1[CH2:15][CH2:14][CH2:13][CH:12]1[C:16]1[NH:17][C:18]([C:21]2[CH:30]=[CH:29][C:28]3[C:23](=[CH:24][CH:25]=[C:26]([C:31]4[CH:36]=[CH:35][C:34]([C:37]5[NH:38][C:39]([CH:42]6[CH2:46][CH2:45][CH2:44][N:43]6[C:71](=[O:73])[CH:70]([NH:69][C:67]([O:66][CH3:65])=[O:68])[C:74]6[CH:79]=[CH:78][CH:77]=[C:76]([O:80][CH3:81])[CH:75]=6)=[N:40][CH:41]=5)=[CH:33][CH:32]=4)[CH:27]=3)[CH:22]=2)=[CH:19][N:20]=1)=[O:10])[CH:6]([CH3:8])[CH3:7]. No catalyst specified. The yield is 0.0500.